From a dataset of Forward reaction prediction with 1.9M reactions from USPTO patents (1976-2016). Predict the product of the given reaction. (1) Given the reactants C[O:2][C:3]1[C:8]([CH3:9])=[CH:7][C:6]([CH2:10][C:11]#[N:12])=[C:5]([CH3:13])[CH:4]=1.B(Br)(Br)Br, predict the reaction product. The product is: [OH:2][C:3]1[C:8]([CH3:9])=[CH:7][C:6]([CH2:10][C:11]#[N:12])=[C:5]([CH3:13])[CH:4]=1. (2) Given the reactants [Cl:1][C:2]1[CH:26]=[C:25]([Cl:27])[CH:24]=[CH:23][C:3]=1[NH:4][C:5]1[C:14]2[C:9](=[CH:10][C:11]3[CH:18]=[C:17]([O:19]C)[CH:16]=[CH:15][C:12]=3[CH:13]=2)[N:8]=[CH:7][C:6]=1[C:21]#[N:22].Cl.N1C=CC=CC=1.[OH-].[NH4+], predict the reaction product. The product is: [Cl:1][C:2]1[CH:26]=[C:25]([Cl:27])[CH:24]=[CH:23][C:3]=1[NH:4][C:5]1[C:14]2[C:9](=[CH:10][C:11]3[CH:18]=[C:17]([OH:19])[CH:16]=[CH:15][C:12]=3[CH:13]=2)[N:8]=[CH:7][C:6]=1[C:21]#[N:22]. (3) Given the reactants [CH3:1][C:2]([C:22]1[CH:27]=[CH:26][C:25]([O:28][C:29]2[CH:34]=[CH:33][C:32]3[C:35](O[C:38](=[O:39])[C:31]=3[CH:30]=2)=[O:36])=[CH:24][CH:23]=1)([C:4]1[CH:9]=[CH:8][C:7]([O:10][C:11]2[CH:16]=[CH:15][C:14]3[C:17](O[C:20](=[O:21])[C:13]=3[CH:12]=2)=[O:18])=[CH:6][CH:5]=1)[CH3:3].[NH2:40][C:41]1[CH:46]=[CH:45][C:44]([OH:47])=[CH:43][CH:42]=1, predict the reaction product. The product is: [CH3:3][C:2]([C:22]1[CH:27]=[CH:26][C:25]([O:28][C:29]2[CH:30]=[C:31]3[C:32](=[CH:33][CH:34]=2)[C:35](=[O:36])[N:40]([C:41]2[CH:46]=[CH:45][C:44]([OH:47])=[CH:43][CH:42]=2)[C:38]3=[O:39])=[CH:24][CH:23]=1)([C:4]1[CH:9]=[CH:8][C:7]([O:10][C:11]2[CH:12]=[C:13]3[C:14](=[CH:15][CH:16]=2)[C:17](=[O:18])[N:40]([C:41]2[CH:46]=[CH:45][C:44]([OH:47])=[CH:43][CH:42]=2)[C:20]3=[O:21])=[CH:6][CH:5]=1)[CH3:1]. (4) Given the reactants [Br:1][C:2]1[CH:3]=[N+:4]([O-])[CH:5]=[C:6]([O:8][CH2:9][CH3:10])[CH:7]=1.O=P(Cl)(Cl)[Cl:14], predict the reaction product. The product is: [Br:1][C:2]1[CH:7]=[C:6]([O:8][CH2:9][CH3:10])[C:5]([Cl:14])=[N:4][CH:3]=1. (5) Given the reactants [CH:1]1([NH2:6])[CH2:5][CH2:4][CH2:3][CH2:2]1.C[O:8][C:9](=O)/[CH:10]=[C:11](/[O:14][CH3:15])\[CH2:12]Cl.C(N(CC)CC)C.C1(N)CC1, predict the reaction product. The product is: [CH:1]1([N:6]2[CH2:12][C:11]([O:14][CH3:15])=[CH:10][C:9]2=[O:8])[CH2:5][CH2:4][CH2:3][CH2:2]1.